Dataset: Full USPTO retrosynthesis dataset with 1.9M reactions from patents (1976-2016). Task: Predict the reactants needed to synthesize the given product. (1) Given the product [CH3:1][C:2]1[N:3]=[CH:4][N:5]([CH:10]([CH3:12])[CH3:11])[C:6]=1[CH:7]=[O:8], predict the reactants needed to synthesize it. The reactants are: [CH3:1][C:2]1[N:3]=[CH:4][NH:5][C:6]=1[CH:7]=[O:8].I[CH:10]([CH3:12])[CH3:11].O. (2) Given the product [CH3:12][CH:13]1[CH2:3][CH2:9][CH2:8][N:10]([C:16]2[CH:17]=[CH:18][C:19]([NH2:26])=[C:20]([C:22]([F:25])([F:24])[F:23])[CH:21]=2)[CH2:14]1, predict the reactants needed to synthesize it. The reactants are: CO[C:3]1[CH:9]=[C:8]([N:10]2[CH2:14][CH2:13][CH2:12]C2)C=CC=1N.F[C:16]1[CH:17]=[CH:18][C:19]([N+:26]([O-])=O)=[C:20]([C:22]([F:25])([F:24])[F:23])[CH:21]=1.CC1CCCNC1.CC#N. (3) Given the product [C:5]([C:4]1[CH:7]=[CH:8][C:9]([C:10]2[C:22]3[C:21]4[CH:20]=[C:19]([O:23][S:34]([C:37]([F:40])([F:39])[F:38])(=[O:36])=[O:35])[C:18]([O:24][CH3:25])=[CH:17][C:16]=4[N:15]=[CH:14][C:13]=3[N:12]([CH3:26])[N:11]=2)=[C:2]([F:1])[CH:3]=1)#[N:6], predict the reactants needed to synthesize it. The reactants are: [F:1][C:2]1[CH:3]=[C:4]([CH:7]=[CH:8][C:9]=1[C:10]1[C:22]2[C:21]3[CH:20]=[C:19]([OH:23])[C:18]([O:24][CH3:25])=[CH:17][C:16]=3[N:15]=[CH:14][C:13]=2[N:12]([CH3:26])[N:11]=1)[C:5]#[N:6].C1C=CC(N([S:34]([C:37]([F:40])([F:39])[F:38])(=[O:36])=[O:35])[S:34]([C:37]([F:40])([F:39])[F:38])(=[O:36])=[O:35])=CC=1.CCN(C(C)C)C(C)C.O. (4) Given the product [C:1]1([CH3:20])[CH:2]=[CH:3][C:4]([S:7]([NH:10][C:11]2[CH:12]=[CH:13][C:14]([C:15]([NH:33][CH:34]3[CH2:39][CH2:38][CH:37]([O:40][C:41](=[O:43])[CH3:42])[CH2:36][CH:35]3[C:44]3[CH:49]=[CH:48][C:47]([O:50][CH3:51])=[C:46]([O:52][CH3:53])[CH:45]=3)=[O:17])=[CH:18][CH:19]=2)(=[O:8])=[O:9])=[CH:5][CH:6]=1, predict the reactants needed to synthesize it. The reactants are: [C:1]1([CH3:20])[CH:6]=[CH:5][C:4]([S:7]([NH:10][C:11]2[CH:19]=[CH:18][C:14]([C:15]([OH:17])=O)=[CH:13][CH:12]=2)(=[O:9])=[O:8])=[CH:3][CH:2]=1.Cl.C(N=C=NCCCN(C)C)C.[NH2:33][CH:34]1[CH2:39][CH2:38][CH:37]([O:40][C:41](=[O:43])[CH3:42])[CH2:36][CH:35]1[C:44]1[CH:49]=[CH:48][C:47]([O:50][CH3:51])=[C:46]([O:52][CH3:53])[CH:45]=1.